From a dataset of Full USPTO retrosynthesis dataset with 1.9M reactions from patents (1976-2016). Predict the reactants needed to synthesize the given product. (1) Given the product [C:39]([O:43][C:44]([N:46]1[CH2:51][CH2:50][CH:49]([NH:52][C:35]([C@H:16]2[C@H:15]([C:11]3[CH:12]=[CH:13][CH:14]=[C:9]([Cl:8])[C:10]=3[F:38])[C@:19]([C:22]3[CH:27]=[CH:26][C:25]([Cl:28])=[CH:24][C:23]=3[F:29])([C:20]#[N:21])[C@H:18]([CH2:30][C:31]([CH3:33])([CH3:34])[CH3:32])[NH:17]2)=[O:36])[CH2:48][CH2:47]1)=[O:45])([CH3:42])([CH3:40])[CH3:41], predict the reactants needed to synthesize it. The reactants are: FC(F)(F)C(O)=O.[Cl:8][C:9]1[C:10]([F:38])=[C:11]([CH:15]2[C:19]([C:22]3[CH:27]=[CH:26][C:25]([Cl:28])=[CH:24][C:23]=3[F:29])([C:20]#[N:21])[CH:18]([CH2:30][C:31]([CH3:34])([CH3:33])[CH3:32])[NH:17][CH:16]2[C:35](O)=[O:36])[CH:12]=[CH:13][CH:14]=1.[C:39]([O:43][C:44]([N:46]1[CH2:51][CH2:50][CH:49]([NH2:52])[CH2:48][CH2:47]1)=[O:45])([CH3:42])([CH3:41])[CH3:40].CN(C(ON1N=NC2C=CC=NC1=2)=[N+](C)C)C.F[P-](F)(F)(F)(F)F.CCN(C(C)C)C(C)C.Cl. (2) Given the product [C:1]([O:5][C:6]([N:8]1[CH2:13][C@@H:12]2[C@@:10]([CH2:14][NH:15][CH2:37][C:25]3[CH:26]=[C:27]4[C:32](=[CH:33][C:24]=3[O:23][CH3:22])[C@H:31]3[CH2:34][C@H:30]3[C:29](=[O:35])[N:28]4[CH3:36])([CH2:11]2)[C@@H:9]1[C:16]1[CH:17]=[CH:18][CH:19]=[CH:20][CH:21]=1)=[O:7])([CH3:4])([CH3:2])[CH3:3], predict the reactants needed to synthesize it. The reactants are: [C:1]([O:5][C:6]([N:8]1[CH2:13][C@@H:12]2[C@@:10]([CH2:14][NH2:15])([CH2:11]2)[C@@H:9]1[C:16]1[CH:21]=[CH:20][CH:19]=[CH:18][CH:17]=1)=[O:7])([CH3:4])([CH3:3])[CH3:2].[CH3:22][O:23][C:24]1[CH:33]=[C:32]2[C:27]([N:28]([CH3:36])[C:29](=[O:35])[C@@H:30]3[CH2:34][C@@H:31]32)=[CH:26][C:25]=1[CH:37]=O.CO.C(O[BH-](OC(=O)C)OC(=O)C)(=O)C.[Na+]. (3) Given the product [CH2:21]([O:20][C:18]([C:2]1[C:3]([C:9]([F:12])([F:11])[F:10])=[CH:4][C:5]([NH2:8])=[N:6][CH:7]=1)=[CH2:19])[CH3:22], predict the reactants needed to synthesize it. The reactants are: Br[C:2]1[C:3]([C:9]([F:12])([F:11])[F:10])=[CH:4][C:5]([NH2:8])=[N:6][CH:7]=1.C([Sn](CCCC)(CCCC)[C:18]([O:20][CH2:21][CH3:22])=[CH2:19])CCC.